From a dataset of Catalyst prediction with 721,799 reactions and 888 catalyst types from USPTO. Predict which catalyst facilitates the given reaction. Reactant: [ClH:1].C(OCC)C.[CH:7]1([N:12]2[CH2:18][CH2:17][C:16]3[CH:19]=[CH:20][C:21]([O:23][C:24]4[N:29]=[CH:28][C:27]([N:30]5[CH2:34][CH2:33][CH2:32][C:31]5=[O:35])=[CH:26][CH:25]=4)=[CH:22][C:15]=3[CH2:14][CH2:13]2)[CH2:11][CH2:10][CH2:9][CH2:8]1. Product: [ClH:1].[CH:7]1([N:12]2[CH2:18][CH2:17][C:16]3[CH:19]=[CH:20][C:21]([O:23][C:24]4[N:29]=[CH:28][C:27]([N:30]5[CH2:34][CH2:33][CH2:32][C:31]5=[O:35])=[CH:26][CH:25]=4)=[CH:22][C:15]=3[CH2:14][CH2:13]2)[CH2:11][CH2:10][CH2:9][CH2:8]1. The catalyst class is: 125.